Dataset: Catalyst prediction with 721,799 reactions and 888 catalyst types from USPTO. Task: Predict which catalyst facilitates the given reaction. Reactant: [C:1]([O:5][C:6]([N:8]1[CH2:13][CH2:12][CH:11]([C:14]2[CH:22]=[CH:21][C:17]([C:18](O)=[O:19])=[CH:16][CH:15]=2)[CH2:10][CH2:9]1)=[O:7])([CH3:4])([CH3:3])[CH3:2].[CH3:23][NH:24][O:25][CH3:26].ON1C2C=CC=CC=2N=N1.Cl.C(N=C=NCCCN(C)C)C. Product: [CH3:26][O:25][N:24]([CH3:23])[C:18]([C:17]1[CH:16]=[CH:15][C:14]([CH:11]2[CH2:10][CH2:9][N:8]([C:6]([O:5][C:1]([CH3:3])([CH3:2])[CH3:4])=[O:7])[CH2:13][CH2:12]2)=[CH:22][CH:21]=1)=[O:19]. The catalyst class is: 7.